This data is from Forward reaction prediction with 1.9M reactions from USPTO patents (1976-2016). The task is: Predict the product of the given reaction. (1) Given the reactants [N:1]1[CH:2]=[CH:3][N:4]2[C:9]([C:10](=O)[CH2:11][C:12]#[N:13])=[CH:8][CH:7]=[CH:6][C:5]=12.[CH3:15][NH:16][NH2:17], predict the reaction product. The product is: [N:1]1[CH:2]=[CH:3][N:4]2[C:9]([C:10]3[CH:11]=[C:12]([NH2:13])[N:16]([CH3:15])[N:17]=3)=[CH:8][CH:7]=[CH:6][C:5]=12. (2) Given the reactants C([O:9][C@@H:10]1[C@@H:28]([O:29]C(=O)C2C=CC=CC=2)[C@H:27]([CH2:38][O:39]C(=O)C2C=CC=CC=2)[O:26][C@H:11]1[O:12][C:13]1[C:21]2[C:16](=[CH:17][CH:18]=[C:19]([Br:22])[CH:20]=2)[N:15](C(=O)C)[CH:14]=1)(=O)C1C=CC=CC=1.C[O-].[Na+], predict the reaction product. The product is: [O:12]([C:13]1[C:21]2[C:16](=[CH:17][CH:18]=[C:19]([Br:22])[CH:20]=2)[NH:15][CH:14]=1)[C@@H:11]1[O:26][C@@H:27]([CH2:38][OH:39])[C@H:28]([OH:29])[C@H:10]1[OH:9]. (3) Given the reactants C(OC(=O)[NH:7][C@@H:8]([C:17](=[O:39])[NH:18][C@H:19]([C:28](=[O:38])[NH:29][C:30]1[S:31][CH:32]=[C:33]([C:35](=[O:37])[CH3:36])[N:34]=1)[C@H:20]([C:22]1[CH:27]=[CH:26][CH:25]=[CH:24][CH:23]=1)[CH3:21])[C:9]1[CH:14]=[CH:13][C:12]([O:15][CH3:16])=[CH:11][CH:10]=1)(C)(C)C.FC(F)(F)C(O)=O, predict the reaction product. The product is: [C:35]([C:33]1[N:34]=[C:30]([NH:29][C:28](=[O:38])[C@@H:19]([NH:18][C:17](=[O:39])[C@H:8]([NH2:7])[C:9]2[CH:14]=[CH:13][C:12]([O:15][CH3:16])=[CH:11][CH:10]=2)[C@H:20]([C:22]2[CH:23]=[CH:24][CH:25]=[CH:26][CH:27]=2)[CH3:21])[S:31][CH:32]=1)(=[O:37])[CH3:36]. (4) Given the reactants [OH:1][C:2]1[C:3]([N+:17]([O-:19])=[O:18])=[C:4]([O:8][C:9](=[O:16])[C:10]2[CH:15]=[CH:14][CH:13]=[CH:12][CH:11]=2)[CH:5]=[CH:6][CH:7]=1.[CH2:20](O)[C:21]1[CH:26]=[CH:25][CH:24]=[CH:23][CH:22]=1.C1(P(C2C=CC=CC=2)C2C=CC=CC=2)C=CC=CC=1.N(C(OC(C)(C)C)=O)=NC(OC(C)(C)C)=O, predict the reaction product. The product is: [CH2:20]([O:1][C:2]1[C:3]([N+:17]([O-:19])=[O:18])=[C:4]([O:8][C:9](=[O:16])[C:10]2[CH:15]=[CH:14][CH:13]=[CH:12][CH:11]=2)[CH:5]=[CH:6][CH:7]=1)[C:21]1[CH:26]=[CH:25][CH:24]=[CH:23][CH:22]=1. (5) Given the reactants [Cl:1][C:2]1[CH:7]=[C:6]([O:8]C)[CH:5]=[CH:4][C:3]=1[CH:10]([C:13]([C:15]1[CH:20]=[CH:19][N:18]=[C:17]([CH3:21])[CH:16]=1)=[O:14])C#N, predict the reaction product. The product is: [Cl:1][C:2]1[CH:7]=[C:6]([OH:8])[CH:5]=[CH:4][C:3]=1[CH2:10][C:13]([C:15]1[CH:20]=[CH:19][N:18]=[C:17]([CH3:21])[CH:16]=1)=[O:14].